From a dataset of CYP2C19 inhibition data for predicting drug metabolism from PubChem BioAssay. Regression/Classification. Given a drug SMILES string, predict its absorption, distribution, metabolism, or excretion properties. Task type varies by dataset: regression for continuous measurements (e.g., permeability, clearance, half-life) or binary classification for categorical outcomes (e.g., BBB penetration, CYP inhibition). Dataset: cyp2c19_veith. (1) The drug is COc1ccc(NC(=O)N2CCCC3(CCN(C(=O)c4c(C)noc4C)CC3)C2)cc1. The result is 0 (non-inhibitor). (2) The compound is Cc1ccc(NC(=O)C2C3CCCC2C3c2ccccc2)cc1C. The result is 0 (non-inhibitor).